This data is from Catalyst prediction with 721,799 reactions and 888 catalyst types from USPTO. The task is: Predict which catalyst facilitates the given reaction. (1) Product: [Cl:1][C:2]1[CH:27]=[CH:26][CH:25]=[CH:24][C:3]=1[CH2:4][C:5]1[C:12](=[O:13])[N:8]2[CH2:9][CH2:10][CH2:11][N:7]2[C:6]=1[C:14]1[CH:19]=[CH:18][N:17]=[C:16]([NH:36][CH:33]2[CH2:32][CH2:31][O:30][CH2:29][CH2:34]2)[N:15]=1. The catalyst class is: 5. Reactant: [Cl:1][C:2]1[CH:27]=[CH:26][CH:25]=[CH:24][C:3]=1[CH2:4][C:5]1[C:12](=[O:13])[N:8]2[CH2:9][CH2:10][CH2:11][N:7]2[C:6]=1[C:14]1[CH:19]=[CH:18][N:17]=[C:16](S(C)(=O)=O)[N:15]=1.N[CH:29]1[CH2:34][CH2:33][CH2:32][CH2:31][O:30]1.C[N:36]1C(=O)CCC1. (2) The catalyst class is: 8. Reactant: [Cl:1][C:2]1[CH:3]=[C:4]([C:8](=[N:37][OH:38])[C:9]2[CH:36]=[CH:35][C:12]3[N:13]([CH2:17][CH2:18][O:19][C:20]4[CH:34]=[CH:33][C:23]([O:24][C:25]([CH3:32])([CH3:31])[C:26]([O:28]CC)=[O:27])=[CH:22][CH:21]=4)[C:14](=[O:16])[S:15][C:11]=3[CH:10]=2)[CH:5]=[CH:6][CH:7]=1.[OH-].[K+].Cl. Product: [Cl:1][C:2]1[CH:3]=[C:4]([C:8](=[N:37][OH:38])[C:9]2[CH:36]=[CH:35][C:12]3[N:13]([CH2:17][CH2:18][O:19][C:20]4[CH:34]=[CH:33][C:23]([O:24][C:25]([CH3:32])([CH3:31])[C:26]([OH:28])=[O:27])=[CH:22][CH:21]=4)[C:14](=[O:16])[S:15][C:11]=3[CH:10]=2)[CH:5]=[CH:6][CH:7]=1. (3) Reactant: [C:1](Cl)(=[O:7])[CH2:2][CH2:3][CH2:4][CH2:5][CH3:6].[N:9]1([CH2:14][CH2:15][OH:16])[CH:13]=[CH:12][N:11]=[CH:10]1.C(N(CC)CC)C. Product: [C:1]([O:16][CH2:15][CH2:14][N:9]1[CH:13]=[CH:12][N:11]=[CH:10]1)(=[O:7])[CH2:2][CH2:3][CH2:4][CH2:5][CH3:6]. The catalyst class is: 2. (4) Reactant: [Cl:1][C:2]1[CH:11]=[CH:10][C:9]2[C:8]3[C:12]4[NH:19][CH2:18][CH:17]([CH2:20][OH:21])[NH:16][C:15](=[O:22])[C:13]=4[S:14][C:7]=3[CH:6]=[CH:5][C:4]=2[N:3]=1.C(N(CC)CC)C.[CH3:30][S:31](Cl)(=[O:33])=[O:32]. Product: [CH3:30][S:31]([O:21][CH2:20][C@@H:17]1[CH2:18][NH:19][C:12]2[C:8]3[C:9]4[CH:10]=[CH:11][C:2]([Cl:1])=[N:3][C:4]=4[CH:5]=[CH:6][C:7]=3[S:14][C:13]=2[C:15](=[O:22])[NH:16]1)(=[O:33])=[O:32]. The catalyst class is: 4.